Dataset: Forward reaction prediction with 1.9M reactions from USPTO patents (1976-2016). Task: Predict the product of the given reaction. (1) Given the reactants [OH:1][C:2]1[CH:7]=[CH:6][CH:5]=[C:4]([OH:8])[C:3]=1[C:9](=[N:12][OH:13])[CH2:10][CH3:11].[C:14](OC(=O)C)(=[O:16])[CH3:15], predict the reaction product. The product is: [C:14]([O:13][N:12]=[C:9]([C:3]1[C:4]([OH:8])=[CH:5][CH:6]=[CH:7][C:2]=1[OH:1])[CH2:10][CH3:11])(=[O:16])[CH3:15]. (2) Given the reactants CC1C=CC(C2C=CC=CN=2)=C(C=1)C(OC)=O.Br[C:19]1[CH:45]=[CH:44][C:43]([F:46])=[CH:42][C:20]=1[C:21]([N:23]1[CH2:28][CH2:27][CH2:26][C@@H:25]([CH3:29])[C@H:24]1[CH2:30][N:31]1[C:39](=[O:40])[C:38]2[C:33](=[CH:34][CH:35]=[CH:36][CH:37]=2)[C:32]1=[O:41])=[O:22].C([Sn](CCCC)(CCCC)[C:52]1[N:57]=[CH:56][CH:55]=[CH:54][N:53]=1)CCC, predict the reaction product. The product is: [F:46][C:43]1[CH:44]=[CH:45][C:19]([C:52]2[N:57]=[CH:56][CH:55]=[CH:54][N:53]=2)=[C:20]([CH:42]=1)[C:21]([N:23]1[CH2:28][CH2:27][CH2:26][C@@H:25]([CH3:29])[C@H:24]1[CH2:30][N:31]1[C:39](=[O:40])[C:38]2[C:33](=[CH:34][CH:35]=[CH:36][CH:37]=2)[C:32]1=[O:41])=[O:22]. (3) Given the reactants [Li]CCCC.CC(OC(C)=O)=O.[CH2:13]([N:15]1[C:19]([C:20](=[O:22])[CH3:21])=[CH:18][N:17]=[C:16]1[O:23][C:24]1[CH:29]=[CH:28][C:27]([CH3:30])=[CH:26][CH:25]=1)[CH3:14].C(N1C=CN=C1OC1C=CC(C)=CC=1)C.[BH4-].[Na+], predict the reaction product. The product is: [CH2:13]([N:15]1[C:19]([CH:20]([OH:22])[CH3:21])=[CH:18][N:17]=[C:16]1[O:23][C:24]1[CH:25]=[CH:26][C:27]([CH3:30])=[CH:28][CH:29]=1)[CH3:14]. (4) Given the reactants [CH3:1][C:2]1[C:3]([N+:13]([O-:15])=[O:14])=[C:4]2[C:9](=[CH:10][CH:11]=1)[C:8](=[O:12])O[CH:6]=[CH:5]2.[NH2:16][C@H:17]([CH3:20])[CH2:18][OH:19].C(N(CC)CC)C.CO, predict the reaction product. The product is: [OH:19][CH2:18][C@H:17]([N:16]1[CH:6]=[CH:5][C:4]2[C:9](=[CH:10][CH:11]=[C:2]([CH3:1])[C:3]=2[N+:13]([O-:15])=[O:14])[C:8]1=[O:12])[CH3:20]. (5) Given the reactants C[O:2][C:3](=O)[C@@H:4]([N:15]1[C:21](=[O:22])[CH2:20][CH2:19][N:18]([C:23]2[CH:28]=[CH:27][CH:26]=[C:25]([C:29]([F:32])([F:31])[F:30])[CH:24]=2)[CH2:17][CH2:16]1)[CH2:5][CH2:6][O:7][CH2:8][C:9]1[CH:14]=[CH:13][CH:12]=[CH:11][CH:10]=1.[Li+].[BH4-], predict the reaction product. The product is: [CH2:8]([O:7][CH2:6][CH2:5][C@H:4]([N:15]1[C:21](=[O:22])[CH2:20][CH2:19][N:18]([C:23]2[CH:28]=[CH:27][CH:26]=[C:25]([C:29]([F:31])([F:32])[F:30])[CH:24]=2)[CH2:17][CH2:16]1)[CH2:3][OH:2])[C:9]1[CH:14]=[CH:13][CH:12]=[CH:11][CH:10]=1.